This data is from Forward reaction prediction with 1.9M reactions from USPTO patents (1976-2016). The task is: Predict the product of the given reaction. (1) Given the reactants [Cl:1][C:2]1[CH:7]=[C:6]2[NH:8][C:9](=[O:40])[C@@:10]3([C@@H:15]([C:16]4[CH:21]=[C:20]([Cl:22])[CH:19]=[CH:18][C:17]=4[O:23][C:24]([C:27]([O:29][CH3:30])=[O:28])([CH3:26])[CH3:25])[CH2:14][C:13](=[O:31])[NH:12][C@H:11]3[C:32]3[CH:37]=[C:36]([F:38])[CH:35]=[CH:34][C:33]=3[CH3:39])[C:5]2=[CH:4][CH:3]=1.[H-].[Na+].[CH3:43][Si:44]([CH3:51])([CH3:50])[CH2:45][CH2:46][O:47][CH2:48]Cl, predict the reaction product. The product is: [Cl:1][C:2]1[CH:7]=[C:6]2[N:8]([CH2:48][O:47][CH2:46][CH2:45][Si:44]([CH3:51])([CH3:50])[CH3:43])[C:9](=[O:40])[C@@:10]3([C@@H:15]([C:16]4[CH:21]=[C:20]([Cl:22])[CH:19]=[CH:18][C:17]=4[O:23][C:24]([C:27]([O:29][CH3:30])=[O:28])([CH3:25])[CH3:26])[CH2:14][C:13](=[O:31])[NH:12][C@H:11]3[C:32]3[CH:37]=[C:36]([F:38])[CH:35]=[CH:34][C:33]=3[CH3:39])[C:5]2=[CH:4][CH:3]=1. (2) Given the reactants [CH2:1]([C@@H:8]1[CH2:12][O:11][C:10](=[O:13])[N:9]1[C:14](=[O:36])[C@H:15]([CH2:28][C:29]1[CH:34]=[CH:33][C:32]([CH3:35])=[CH:31][CH:30]=1)[C@@H:16]([OH:27])[C@@H:17]([O:19][CH2:20][C:21]1[CH:26]=[CH:25][CH:24]=[CH:23][CH:22]=1)[CH3:18])[C:2]1[CH:7]=[CH:6][CH:5]=[CH:4][CH:3]=1.C(=O)([O-])O[CH2:39][C:40]([CH3:46])=[CH:41]C(C)(C)C, predict the reaction product. The product is: [CH2:1]([C@@H:8]1[CH2:12][O:11][C:10](=[O:13])[N:9]1[C:14](=[O:36])[C@H:15]([CH2:28][C:29]1[CH:30]=[CH:31][C:32]([CH3:35])=[CH:33][CH:34]=1)[C@@H:16]([O:27][CH2:41][C:40]([CH3:46])=[CH2:39])[C@@H:17]([O:19][CH2:20][C:21]1[CH:22]=[CH:23][CH:24]=[CH:25][CH:26]=1)[CH3:18])[C:2]1[CH:7]=[CH:6][CH:5]=[CH:4][CH:3]=1. (3) Given the reactants O[CH:2]([C:8]1[N:12]=[C:11]([CH3:13])[O:10][N:9]=1)[C:3]([O:5][CH2:6][CH3:7])=[O:4].S(C1C=CC(C)=CC=1)(O)(=O)=O.S(C1C=CC(C)=CC=1)(O)(=O)=O.[NH:36]1[C:44]2[C:39](=[CH:40][CH:41]=[CH:42][CH:43]=2)[C:38]([CH2:45][C@@H:46]([NH2:59])[C:47]2[NH:48][CH:49]=[C:50]([C:52]3[CH:57]=[CH:56][C:55]([F:58])=[CH:54][N:53]=3)[N:51]=2)=[CH:37]1.C([O-])(=O)C.[Na+].CCO, predict the reaction product. The product is: [F:58][C:55]1[CH:56]=[CH:57][C:52]([C:50]2[N:51]=[C:47]([C@H:46]3[CH2:45][C:38]4[C:39]5[C:44](=[CH:43][CH:42]=[CH:41][CH:40]=5)[NH:36][C:37]=4[C:2]([C:8]4[N:12]=[C:11]([CH3:13])[O:10][N:9]=4)([C:3]([O:5][CH2:6][CH3:7])=[O:4])[NH:59]3)[NH:48][CH:49]=2)=[N:53][CH:54]=1. (4) Given the reactants [F:1][C:2]1[CH:14]=[CH:13][C:5]([O:6][CH2:7][C:8]([O:10]CC)=[O:9])=[C:4]([CH3:15])[C:3]=1[NH:16][CH2:17][C:18]1[CH:23]=[C:22]([C:24]2[CH:29]=[CH:28][CH:27]=[C:26]([F:30])[CH:25]=2)[CH:21]=[CH:20][C:19]=1[F:31].[OH-].[Na+], predict the reaction product. The product is: [F:1][C:2]1[CH:14]=[CH:13][C:5]([O:6][CH2:7][C:8]([OH:10])=[O:9])=[C:4]([CH3:15])[C:3]=1[NH:16][CH2:17][C:18]1[CH:23]=[C:22]([C:24]2[CH:29]=[CH:28][CH:27]=[C:26]([F:30])[CH:25]=2)[CH:21]=[CH:20][C:19]=1[F:31]. (5) The product is: [Br:1][C:2]1[CH:3]=[C:4]([O:12][CH3:13])[C:5]([Cl:11])=[C:6]([C:7]([C:23]2[CH:24]=[CH:25][C:20]([O:26][CH2:27][CH3:28])=[CH:21][CH:22]=2)=[O:9])[CH:10]=1. Given the reactants [Br:1][C:2]1[CH:3]=[C:4]([O:12][CH3:13])[C:5]([Cl:11])=[C:6]([CH:10]=1)[C:7]([OH:9])=O.C(Cl)(=O)C(Cl)=O.[C:20]1([O:26][CH2:27][CH3:28])[CH:25]=[CH:24][CH:23]=[CH:22][CH:21]=1.[Al+3].[Cl-].[Cl-].[Cl-], predict the reaction product. (6) Given the reactants [C:1]([O:5][C:6]([N:8](C(OC(C)(C)C)=O)[C:9]1[CH:18]=[CH:17][C:12]([C:13]([O:15]C)=[O:14])=[CH:11][C:10]=1[Br:19])=[O:7])([CH3:4])([CH3:3])[CH3:2].[OH-].[Na+].Cl, predict the reaction product. The product is: [Br:19][C:10]1[CH:11]=[C:12]([CH:17]=[CH:18][C:9]=1[NH:8][C:6]([O:5][C:1]([CH3:4])([CH3:3])[CH3:2])=[O:7])[C:13]([OH:15])=[O:14]. (7) Given the reactants [CH3:1][O:2][C:3]1[CH:8]=[CH:7][C:6]([S:9](Cl)(=[O:11])=[O:10])=[CH:5][C:4]=1[N+:13]([O-:15])=[O:14].[CH3:16][NH2:17], predict the reaction product. The product is: [CH3:1][O:2][C:3]1[CH:8]=[CH:7][C:6]([S:9]([NH:17][CH3:16])(=[O:11])=[O:10])=[CH:5][C:4]=1[N+:13]([O-:15])=[O:14].